This data is from Peptide-MHC class I binding affinity with 185,985 pairs from IEDB/IMGT. The task is: Regression. Given a peptide amino acid sequence and an MHC pseudo amino acid sequence, predict their binding affinity value. This is MHC class I binding data. The peptide sequence is RIGGVLIFR. The MHC is HLA-B18:01 with pseudo-sequence HLA-B18:01. The binding affinity (normalized) is 0.0847.